The task is: Predict which catalyst facilitates the given reaction.. This data is from Catalyst prediction with 721,799 reactions and 888 catalyst types from USPTO. The catalyst class is: 19. Product: [NH2:16][C:13]1[CH:14]=[CH:15][C:5]([O:4][CH2:3][CH:2]([F:1])[F:19])=[C:6]([CH:12]=1)[C:7]([O:9][CH2:10][CH3:11])=[O:8]. Reactant: [F:1][CH:2]([F:19])[CH2:3][O:4][C:5]1[CH:15]=[CH:14][C:13]([N+:16]([O-])=O)=[CH:12][C:6]=1[C:7]([O:9][CH2:10][CH3:11])=[O:8].